This data is from Forward reaction prediction with 1.9M reactions from USPTO patents (1976-2016). The task is: Predict the product of the given reaction. (1) Given the reactants Br[C:2]1[C:7]2[CH2:8][C:9]([CH3:12])([CH3:11])[O:10][C:6]=2[C:5]([O:13][CH3:14])=[CH:4][CH:3]=1.[C:15]1(=[O:21])[O:20][C:18](=[O:19])[CH2:17][CH2:16]1, predict the reaction product. The product is: [CH3:14][O:13][C:5]1[C:6]2[O:10][C:9]([CH3:12])([CH3:11])[CH2:8][C:7]=2[C:2]([C:15](=[O:21])[CH2:16][CH2:17][C:18]([OH:20])=[O:19])=[CH:3][CH:4]=1. (2) Given the reactants FC(F)(F)C(O)=O.[NH2:8][CH:9]([CH2:14][C:15]1[CH:20]=[CH:19][C:18]([O:21][CH2:22][CH2:23][N:24]2[C:28]3[CH:29]=[CH:30][C:31]([C:33](=[O:40])[C:34]4[CH:39]=[CH:38][CH:37]=[CH:36][CH:35]=4)=[CH:32][C:27]=3[S:26][C:25]2=[O:41])=[CH:17][CH:16]=1)[C:10]([O:12][CH3:13])=[O:11].C(N(CC)CC)C.Cl[C:50]([O:52][CH2:53][C:54]1[CH:59]=[CH:58][CH:57]=[CH:56][CH:55]=1)=[O:51], predict the reaction product. The product is: [C:33]([C:31]1[CH:30]=[CH:29][C:28]2[N:24]([CH2:23][CH2:22][O:21][C:18]3[CH:17]=[CH:16][C:15]([CH2:14][CH:9]([NH:8][C:50]([O:52][CH2:53][C:54]4[CH:59]=[CH:58][CH:57]=[CH:56][CH:55]=4)=[O:51])[C:10]([O:12][CH3:13])=[O:11])=[CH:20][CH:19]=3)[C:25](=[O:41])[S:26][C:27]=2[CH:32]=1)(=[O:40])[C:34]1[CH:35]=[CH:36][CH:37]=[CH:38][CH:39]=1. (3) Given the reactants C[O:2][C:3](=O)[C:4]1[C:9]([Cl:10])=[CH:8][C:7]([Cl:11])=[C:6]([O:12][CH3:13])[C:5]=1[N:14]=[CH:15]OCC.O.[NH2:21][NH2:22], predict the reaction product. The product is: [NH2:21][N:22]1[C:3](=[O:2])[C:4]2[C:5](=[C:6]([O:12][CH3:13])[C:7]([Cl:11])=[CH:8][C:9]=2[Cl:10])[N:14]=[CH:15]1. (4) Given the reactants [C:1]([C:3]1[C:8](=O)[NH:7][C:6]([NH:10][CH:11]2[CH2:13][CH2:12]2)=[N:5][C:4]=1[C:14]1[CH:19]=[CH:18][CH:17]=[C:16]([C:20]#[N:21])[CH:15]=1)#[N:2].O=P(Cl)(Cl)[Cl:24], predict the reaction product. The product is: [Cl:24][C:8]1[N:7]=[C:6]([NH:10][CH:11]2[CH2:13][CH2:12]2)[N:5]=[C:4]([C:14]2[CH:19]=[CH:18][CH:17]=[C:16]([C:20]#[N:21])[CH:15]=2)[C:3]=1[C:1]#[N:2]. (5) Given the reactants C(OC([N:8]1[CH2:17][CH2:16][C:15]2[C:10](=[CH:11][C:12]([C:18]3[N:26]4[C:21]([C:22]([NH2:27])=[N:23][CH:24]=[N:25]4)=[C:20]([C:28]4[CH:29]=[CH:30][C:31]5[C:35]([CH:36]=4)=[N:34][N:33]([CH2:37][C:38]4[CH:43]=[CH:42][CH:41]=[CH:40][CH:39]=4)[CH:32]=5)[CH:19]=3)=[CH:13][CH:14]=2)[CH2:9]1)=O)(C)(C)C.C(O)(C(F)(F)F)=O, predict the reaction product. The product is: [CH2:37]([N:33]1[CH:32]=[C:31]2[C:35]([CH:36]=[C:28]([C:20]3[CH:19]=[C:18]([C:12]4[CH:11]=[C:10]5[C:15]([CH2:16][CH2:17][NH:8][CH2:9]5)=[CH:14][CH:13]=4)[N:26]4[C:21]=3[C:22]([NH2:27])=[N:23][CH:24]=[N:25]4)[CH:29]=[CH:30]2)=[N:34]1)[C:38]1[CH:39]=[CH:40][CH:41]=[CH:42][CH:43]=1.